Regression/Classification. Given a drug SMILES string, predict its absorption, distribution, metabolism, or excretion properties. Task type varies by dataset: regression for continuous measurements (e.g., permeability, clearance, half-life) or binary classification for categorical outcomes (e.g., BBB penetration, CYP inhibition). Dataset: pampa_ncats. From a dataset of PAMPA (Parallel Artificial Membrane Permeability Assay) permeability data from NCATS. (1) The compound is CC1=C(C=C(C=C1)C2=CC(=NO2)C)S(=O)(=O)NCC3CCN(CC3)CC4=CC=C(C=C4)F. The result is 1 (high permeability). (2) The molecule is CCN1C2=C(C=CC(=C2)NC(=O)CC3=CC=C(C=C3)F)S(=O)C4=CC=CC=C4C1=O. The result is 1 (high permeability). (3) The drug is CS(=O)(=O)C1=CC2=C(C=C1)N=C(S2)NC(=O)C3CC3. The result is 1 (high permeability). (4) The drug is CCN(CC)C(=O)C1=C(C2=C(S1)N(C(=O)N(C2=O)CC3=CC=CC=C3)CC(=O)NC4=CC=C(C=C4)OC)C. The result is 1 (high permeability). (5) The compound is C1=CC=C(C=C1)CCN2C3=CC=CC=C3NC2=S. The result is 1 (high permeability). (6) The drug is COC1=C(C=C(C=C1)S(=O)(=O)N2CCCCCC2)NC(=O)CC3=NNC(=O)C4=CC=CC=C43. The result is 0 (low-to-moderate permeability).